Task: Predict the product of the given reaction.. Dataset: Forward reaction prediction with 1.9M reactions from USPTO patents (1976-2016) (1) Given the reactants [N:1]1([C:7]2[CH:8]=[C:9]([C:13]3[CH:14]=[C:15]4[C:25]5[C:20](=[CH:21][N:22]=[C:23]([C:26]6[CH:27]=[N:28][CH:29]=[CH:30][CH:31]=6)[CH:24]=5)[NH:19][C:16]4=[N:17][CH:18]=3)[CH:10]=[CH:11][CH:12]=2)[CH2:6][CH2:5][NH:4][CH2:3][CH2:2]1.C(N(CC)C(C)C)(C)C.[C:41](Cl)(=[O:43])[CH3:42].CO, predict the reaction product. The product is: [N:28]1[CH:29]=[CH:30][CH:31]=[C:26]([C:23]2[CH:24]=[C:25]3[C:15]4[C:16](=[N:17][CH:18]=[C:13]([C:9]5[CH:8]=[C:7]([N:1]6[CH2:2][CH2:3][N:4]([C:41](=[O:43])[CH3:42])[CH2:5][CH2:6]6)[CH:12]=[CH:11][CH:10]=5)[CH:14]=4)[NH:19][C:20]3=[CH:21][N:22]=2)[CH:27]=1. (2) Given the reactants F[C:2]1[CH:9]=[CH:8][C:5]([C:6]#[N:7])=[CH:4][CH:3]=1.Cl.[CH2:11]([O:13][C:14]1[CH:19]=[CH:18][C:17]([NH2:20])=[C:16]([C:21]([F:24])([F:23])[F:22])[CH:15]=1)[CH3:12].CC(C)([O-])C.[K+], predict the reaction product. The product is: [CH2:11]([O:13][C:14]1[CH:19]=[CH:18][C:17]([NH:20][C:2]2[CH:9]=[CH:8][C:5]([C:6]#[N:7])=[CH:4][CH:3]=2)=[C:16]([C:21]([F:22])([F:23])[F:24])[CH:15]=1)[CH3:12].